From a dataset of Catalyst prediction with 721,799 reactions and 888 catalyst types from USPTO. Predict which catalyst facilitates the given reaction. (1) Reactant: CC([Si](C)(C)[O:6][CH:7]1[CH2:10][C:9]2([CH2:14][CH:13]([C:15]([O:17][CH2:18][CH3:19])=[O:16])[N:12]([C:20]([O:22][CH2:23][C:24]3[CH:29]=[CH:28][CH:27]=[CH:26][CH:25]=3)=[O:21])[CH2:11]2)[CH2:8]1)(C)C.C(O)(=O)C.CCCC[N+](CCCC)(CCCC)CCCC.[F-]. Product: [OH:6][CH:7]1[CH2:8][C:9]2([CH2:14][CH:13]([C:15]([O:17][CH2:18][CH3:19])=[O:16])[N:12]([C:20]([O:22][CH2:23][C:24]3[CH:25]=[CH:26][CH:27]=[CH:28][CH:29]=3)=[O:21])[CH2:11]2)[CH2:10]1. The catalyst class is: 1. (2) Reactant: Br[C:2]1[CH:21]=[CH:20][C:5]([O:6][CH2:7][CH:8]2[CH2:13][CH2:12][N:11]([CH2:14][C:15]3([F:19])[CH2:18][CH2:17][CH2:16]3)[CH2:10][CH2:9]2)=[CH:4][CH:3]=1.[CH3:22][O:23][C:24]([C:26]1[CH:31]=[CH:30][C:29](B(O)O)=[CH:28][CH:27]=1)=[O:25].C([O-])([O-])=O.[Cs+].[Cs+]. Product: [F:19][C:15]1([CH2:14][N:11]2[CH2:12][CH2:13][CH:8]([CH2:7][O:6][C:5]3[CH:20]=[CH:21][C:2]([C:29]4[CH:30]=[CH:31][C:26]([C:24]([O:23][CH3:22])=[O:25])=[CH:27][CH:28]=4)=[CH:3][CH:4]=3)[CH2:9][CH2:10]2)[CH2:18][CH2:17][CH2:16]1. The catalyst class is: 6. (3) Reactant: [Br:1][C:2]1[CH:3]=[CH:4][C:5](F)=[C:6]([CH:9]=1)[CH:7]=[O:8].[C:11]1([OH:17])[CH:16]=[CH:15][CH:14]=[CH:13][CH:12]=1.C(=O)([O-])[O-].[K+].[K+].CN(C)C=O. Product: [Br:1][C:2]1[CH:3]=[CH:4][C:5]([O:17][C:11]2[CH:16]=[CH:15][CH:14]=[CH:13][CH:12]=2)=[C:6]([CH:9]=1)[CH:7]=[O:8]. The catalyst class is: 6. (4) Reactant: Cl.[CH3:2][O:3][C:4](=[O:14])[C@@H:5]([CH2:7][C:8]1[CH:13]=[CH:12][CH:11]=[CH:10][CH:9]=1)[NH2:6].C(N(C(C)C)C(C)C)C.[CH3:24][S:25](O[S:25]([CH3:24])(=[O:27])=[O:26])(=[O:27])=[O:26]. The catalyst class is: 4. Product: [CH3:2][O:3][C:4](=[O:14])[C@H:5]([NH:6][S:25]([CH3:24])(=[O:27])=[O:26])[CH2:7][C:8]1[CH:13]=[CH:12][CH:11]=[CH:10][CH:9]=1.